Dataset: Full USPTO retrosynthesis dataset with 1.9M reactions from patents (1976-2016). Task: Predict the reactants needed to synthesize the given product. (1) Given the product [NH2:18][C:14]1[C:13]2[C:9]([C:28]([OH:30])=[O:29])=[CH:10][N:11]([C@@H:19]3[O:23][C@H:22]([CH2:24][OH:25])[C@@H:21]([OH:26])[CH2:20]3)[C:12]=2[N:17]=[CH:16][N:15]=1, predict the reactants needed to synthesize it. The reactants are: C1C(=O)N(Br)C(=O)C1.[CH:9]1[C:13]2=[C:14]([NH2:18])[N:15]=[CH:16][N:17]=[C:12]2[N:11]([C@@H:19]2[O:23][C@H:22]([CH2:24][OH:25])[C@@H:21]([OH:26])[CH2:20]2)[CH:10]=1.C[C:28]([O-:30])=[O:29].[Na+]. (2) The reactants are: C1COCC1.[CH:6]1([C:9]2[C:10]([C:23]3[CH:28]=[CH:27][C:26]([F:29])=[CH:25][CH:24]=3)=[N:11][C:12]([O:19][CH:20]([CH3:22])[CH3:21])=[C:13]([CH:18]=2)[C:14](OC)=[O:15])[CH2:8][CH2:7]1.[H-].[Al+3].[Li+].[H-].[H-].[H-].[OH-].[Na+]. Given the product [CH:6]1([C:9]2[C:10]([C:23]3[CH:28]=[CH:27][C:26]([F:29])=[CH:25][CH:24]=3)=[N:11][C:12]([O:19][CH:20]([CH3:22])[CH3:21])=[C:13]([CH:18]=2)[CH:14]=[O:15])[CH2:8][CH2:7]1, predict the reactants needed to synthesize it. (3) Given the product [CH3:30][C@H:26]1[CH2:27][CH2:28][CH2:29][N:25]1[CH2:24][CH2:23][NH:22][C:3](=[C:17]([C:20]#[N:21])[C:18]#[N:19])[N:4]1[CH2:9][CH2:8][CH:7]([CH2:10][N:11]2[CH2:16][CH2:15][CH2:14][CH2:13][CH2:12]2)[CH2:6][CH2:5]1, predict the reactants needed to synthesize it. The reactants are: CS[C:3](=[C:17]([C:20]#[N:21])[C:18]#[N:19])[N:4]1[CH2:9][CH2:8][CH:7]([CH2:10][N:11]2[CH2:16][CH2:15][CH2:14][CH2:13][CH2:12]2)[CH2:6][CH2:5]1.[NH2:22][CH2:23][CH2:24][N:25]1[CH2:29][CH2:28][CH2:27][C@@H:26]1[CH3:30]. (4) Given the product [Br:1][C:2]1[CH:3]=[C:4]2[C:9](=[CH:10][CH:11]=1)[N:8]=[C:7]([C:12]1[CH:17]=[CH:16][CH:15]=[CH:14][C:13]=1[O:18][CH3:19])[N:6]=[C:5]2[Cl:23], predict the reactants needed to synthesize it. The reactants are: [Br:1][C:2]1[CH:3]=[C:4]2[C:9](=[CH:10][CH:11]=1)[N:8]=[C:7]([C:12]1[CH:17]=[CH:16][CH:15]=[CH:14][C:13]=1[O:18][CH3:19])[NH:6][C:5]2=O.O=P(Cl)(Cl)[Cl:23].CN(C)C1C=CC=CC=1.C([O-])(O)=O.[Na+].